From a dataset of Catalyst prediction with 721,799 reactions and 888 catalyst types from USPTO. Predict which catalyst facilitates the given reaction. The catalyst class is: 2. Reactant: [F:1][C:2]1[CH:7]=[CH:6][CH:5]=[CH:4][C:3]=1[C@H:8]([N:10]([CH2:27][C:28]1[CH:33]=[CH:32][C:31]([C:34]([O:36][CH3:37])=[O:35])=[CH:30][CH:29]=1)[C:11]([C@H:13]1[N:17](C(OC(C)(C)C)=O)[CH2:16][Si:15]([CH3:26])([CH3:25])[CH2:14]1)=[O:12])[CH3:9].[ClH:38]. Product: [F:1][C:2]1[CH:7]=[CH:6][CH:5]=[CH:4][C:3]=1[C@H:8]([N:10]([CH2:27][C:28]1[CH:33]=[CH:32][C:31]([C:34]([O:36][CH3:37])=[O:35])=[CH:30][CH:29]=1)[C:11]([C@H:13]1[NH:17][CH2:16][Si:15]([CH3:25])([CH3:26])[CH2:14]1)=[O:12])[CH3:9].[ClH:38].